From a dataset of Full USPTO retrosynthesis dataset with 1.9M reactions from patents (1976-2016). Predict the reactants needed to synthesize the given product. Given the product [F:40][C:41]1[CH:48]=[CH:47][C:44]([CH2:45][N:19]([CH2:18][C:17]2[CH:27]=[C:28]([C:31]3[CH:32]=[C:33]4[C:37](=[CH:38][CH:39]=3)[NH:36][CH:35]=[CH:34]4)[CH:29]=[CH:30][C:16]=2[F:15])[CH:20]2[CH2:21][CH2:22][N:23]([CH3:26])[CH2:24][CH2:25]2)=[CH:43][CH:42]=1, predict the reactants needed to synthesize it. The reactants are: C(O[BH-](OC(=O)C)OC(=O)C)(=O)C.[Na+].[F:15][C:16]1[CH:30]=[CH:29][C:28]([C:31]2[CH:32]=[C:33]3[C:37](=[CH:38][CH:39]=2)[NH:36][CH:35]=[CH:34]3)=[CH:27][C:17]=1[CH2:18][NH:19][CH:20]1[CH2:25][CH2:24][N:23]([CH3:26])[CH2:22][CH2:21]1.[F:40][C:41]1[CH:48]=[CH:47][C:44]([CH:45]=O)=[CH:43][CH:42]=1.C(=O)(O)[O-].[Na+].